Dataset: Reaction yield outcomes from USPTO patents with 853,638 reactions. Task: Predict the reaction yield, written as a fraction of the theoretical maximum amount of product (1.0 means a 100% yield; for example, 0.34 means a 34% yield). (1) The reactants are [F:1][C:2]1[CH:7]=[C:6]([F:8])[CH:5]=[CH:4][C:3]=1[C:9]1[C:17]2[O:16][CH:15]([CH2:18][NH2:19])[CH2:14][C:13]=2[CH:12]=[CH:11][CH:10]=1.C(N(C(C)C)CC)(C)C.Cl[C:30]([O:32][CH2:33][C:34]1[CH:39]=[CH:38][CH:37]=[CH:36][CH:35]=1)=[O:31]. No catalyst specified. The product is [F:1][C:2]1[CH:7]=[C:6]([F:8])[CH:5]=[CH:4][C:3]=1[C:9]1[C:17]2[O:16][CH:15]([CH2:18][NH:19][C:30](=[O:31])[O:32][CH2:33][C:34]3[CH:39]=[CH:38][CH:37]=[CH:36][CH:35]=3)[CH2:14][C:13]=2[CH:12]=[CH:11][CH:10]=1. The yield is 0.810. (2) The reactants are [OH:1][C:2]1[C:3]([C:18](=O)[CH3:19])=[N:4][N:5]([CH3:17])[C:6]=1[C:7]1[CH:12]=[CH:11][C:10]([C:13]([F:16])([F:15])[F:14])=[CH:9][CH:8]=1.[N:21]1[CH:26]=[CH:25][CH:24]=[CH:23][C:22]=1[CH2:27][NH:28][C:29]([C:31]1[S:32][C:33]([C:36]([NH:38][NH2:39])=[O:37])=[CH:34][CH:35]=1)=[O:30]. The catalyst is CS(C)=O. The product is [N:21]1[CH:26]=[CH:25][CH:24]=[CH:23][C:22]=1[CH2:27][NH:28][C:29]([C:31]1[S:32][C:33]([C:36]([NH:38][N:39]=[C:18]([C:3]2[C:2]([OH:1])=[C:6]([C:7]3[CH:12]=[CH:11][C:10]([C:13]([F:16])([F:15])[F:14])=[CH:9][CH:8]=3)[N:5]([CH3:17])[N:4]=2)[CH3:19])=[O:37])=[CH:34][CH:35]=1)=[O:30]. The yield is 0.830.